The task is: Predict the reaction yield, written as a fraction of the theoretical maximum amount of product (1.0 means a 100% yield; for example, 0.34 means a 34% yield).. This data is from Reaction yield outcomes from USPTO patents with 853,638 reactions. (1) The product is [CH3:7][N:5]1[N:4]=[N:3][C:2]([Sn:19]([CH2:20][CH2:21][CH2:22][CH3:23])([CH2:24][CH2:25][CH2:26][CH3:27])[CH2:15][CH2:16][CH2:17][CH3:18])=[N:6]1. The reactants are I[C:2]1[N:3]=[N:4][N:5]([CH3:7])[N:6]=1.[Li]CCCC.N#N.[CH2:15]([Sn:19](Cl)([CH2:24][CH2:25][CH2:26][CH3:27])[CH2:20][CH2:21][CH2:22][CH3:23])[CH2:16][CH2:17][CH3:18]. The yield is 0.680. The catalyst is C1COCC1. (2) The reactants are [CH3:1][S:2]([CH2:5][CH2:6][CH2:7][O:8][C:9]1[CH:10]=[C:11]2[C:15](=[C:16]([NH:18][S:19]([C:22]3[CH:27]=[CH:26][CH:25]=[CH:24][N:23]=3)(=[O:21])=[O:20])[CH:17]=1)[NH:14][C:13]([C:28]([O:30][CH2:31][CH3:32])=[O:29])=[CH:12]2)(=[O:4])=[O:3].[C:33](=O)([O-])[O-].[K+].[K+].CN(C)C=O.CI. The catalyst is O. The product is [CH3:33][N:18]([S:19]([C:22]1[CH:27]=[CH:26][CH:25]=[CH:24][N:23]=1)(=[O:21])=[O:20])[C:16]1[CH:17]=[C:9]([O:8][CH2:7][CH2:6][CH2:5][S:2]([CH3:1])(=[O:4])=[O:3])[CH:10]=[C:11]2[C:15]=1[NH:14][C:13]([C:28]([O:30][CH2:31][CH3:32])=[O:29])=[CH:12]2. The yield is 0.750. (3) The reactants are [OH:1][C:2]1[CH:11]=[CH:10][C:5]([C:6]([NH:8][NH2:9])=[O:7])=[CH:4][CH:3]=1.[CH:12](=O)[C:13]1[CH:18]=[CH:17][CH:16]=[CH:15][CH:14]=1. The catalyst is C(O)(=O)C.CCO. The product is [CH:12](=[N:9][NH:8][C:6](=[O:7])[C:5]1[CH:10]=[CH:11][C:2]([OH:1])=[CH:3][CH:4]=1)[C:13]1[CH:18]=[CH:17][CH:16]=[CH:15][CH:14]=1. The yield is 0.860. (4) The reactants are [CH3:1][C@@H:2]1[C@H:7]([O:8][CH2:9][CH2:10][S:11]([CH3:14])(=[O:13])=[O:12])[C@H:6]([NH:15][C:16](=[O:22])[O:17][C:18]([CH3:21])([CH3:20])[CH3:19])[CH:5]=[C:4]([C:23]2[CH:28]=[CH:27][N:26]=[CH:25][C:24]=2[N+:29]([O-])=O)[CH2:3]1. The catalyst is CCO.[Pd]. The product is [NH2:29][C:24]1[CH:25]=[N:26][CH:27]=[CH:28][C:23]=1[C@H:4]1[CH2:5][C@@H:6]([NH:15][C:16](=[O:22])[O:17][C:18]([CH3:21])([CH3:20])[CH3:19])[C@@H:7]([O:8][CH2:9][CH2:10][S:11]([CH3:14])(=[O:13])=[O:12])[C@@H:2]([CH3:1])[CH2:3]1. The yield is 0.550. (5) The reactants are Cl.[CH:2]1([NH:7][C:8]([NH2:10])=[NH:9])[CH2:6][CH2:5][CH2:4][CH2:3]1.[O-]CC.[Na+].[F:15][C:16]1[CH:21]=[CH:20][C:19]([C:22]2[C:34]([C:35](=O)[C:36]#[CH:37])=[C:25]3[CH:26]=[CH:27][C:28]([C:30]([F:33])([F:32])[F:31])=[CH:29][N:24]3[N:23]=2)=[CH:18][CH:17]=1. The catalyst is C(O)C.O. The product is [CH:2]1([NH:7][C:8]2[N:10]=[C:35]([C:34]3[C:22]([C:19]4[CH:18]=[CH:17][C:16]([F:15])=[CH:21][CH:20]=4)=[N:23][N:24]4[CH:29]=[C:28]([C:30]([F:32])([F:31])[F:33])[CH:27]=[CH:26][C:25]=34)[CH:36]=[CH:37][N:9]=2)[CH2:6][CH2:5][CH2:4][CH2:3]1. The yield is 0.980. (6) The reactants are [Cl:1][C:2]1[CH:9]=[C:8]([NH:10][CH2:11][CH3:12])[C:5]([CH:6]=O)=[CH:4][N:3]=1.[Cl:13][C:14]1[C:15]([F:27])=[C:16]([CH2:21][C:22]([O:24]CC)=O)[C:17]([F:20])=[CH:18][CH:19]=1.C([O-])([O-])=O.[K+].[K+]. The catalyst is CN(C=O)C. The product is [Cl:1][C:2]1[CH:9]=[C:8]2[C:5]([CH:6]=[C:21]([C:16]3[C:17]([F:20])=[CH:18][CH:19]=[C:14]([Cl:13])[C:15]=3[F:27])[C:22](=[O:24])[N:10]2[CH2:11][CH3:12])=[CH:4][N:3]=1. The yield is 0.520.